This data is from NCI-60 drug combinations with 297,098 pairs across 59 cell lines. The task is: Regression. Given two drug SMILES strings and cell line genomic features, predict the synergy score measuring deviation from expected non-interaction effect. (1) Drug 1: C1=CC(=CC=C1CCC2=CNC3=C2C(=O)NC(=N3)N)C(=O)NC(CCC(=O)O)C(=O)O. Drug 2: CC1CCCC2(C(O2)CC(NC(=O)CC(C(C(=O)C(C1O)C)(C)C)O)C(=CC3=CSC(=N3)C)C)C. Cell line: UO-31. Synergy scores: CSS=17.6, Synergy_ZIP=-8.17, Synergy_Bliss=-5.67, Synergy_Loewe=-5.02, Synergy_HSA=-4.94. (2) Drug 1: CC1=C2C(C(=O)C3(C(CC4C(C3C(C(C2(C)C)(CC1OC(=O)C(C(C5=CC=CC=C5)NC(=O)OC(C)(C)C)O)O)OC(=O)C6=CC=CC=C6)(CO4)OC(=O)C)OC)C)OC. Drug 2: CC(C)(C#N)C1=CC(=CC(=C1)CN2C=NC=N2)C(C)(C)C#N. Cell line: SW-620. Synergy scores: CSS=46.5, Synergy_ZIP=5.08, Synergy_Bliss=3.01, Synergy_Loewe=-23.4, Synergy_HSA=2.82. (3) Drug 1: CCC1=CC2CC(C3=C(CN(C2)C1)C4=CC=CC=C4N3)(C5=C(C=C6C(=C5)C78CCN9C7C(C=CC9)(C(C(C8N6C)(C(=O)OC)O)OC(=O)C)CC)OC)C(=O)OC.C(C(C(=O)O)O)(C(=O)O)O. Drug 2: C(CN)CNCCSP(=O)(O)O. Cell line: HCT116. Synergy scores: CSS=40.7, Synergy_ZIP=-2.23, Synergy_Bliss=-6.21, Synergy_Loewe=-13.2, Synergy_HSA=-3.80. (4) Drug 1: CC(CN1CC(=O)NC(=O)C1)N2CC(=O)NC(=O)C2. Drug 2: COC1=CC(=CC(=C1O)OC)C2C3C(COC3=O)C(C4=CC5=C(C=C24)OCO5)OC6C(C(C7C(O6)COC(O7)C8=CC=CS8)O)O. Synergy scores: CSS=53.0, Synergy_ZIP=-5.34, Synergy_Bliss=-9.94, Synergy_Loewe=-19.7, Synergy_HSA=-4.42. Cell line: RPMI-8226. (5) Drug 1: CCC1(CC2CC(C3=C(CCN(C2)C1)C4=CC=CC=C4N3)(C5=C(C=C6C(=C5)C78CCN9C7C(C=CC9)(C(C(C8N6C=O)(C(=O)OC)O)OC(=O)C)CC)OC)C(=O)OC)O.OS(=O)(=O)O. Drug 2: C1=CC=C(C=C1)NC(=O)CCCCCCC(=O)NO. Cell line: NCI-H226. Synergy scores: CSS=2.56, Synergy_ZIP=-3.04, Synergy_Bliss=0.968, Synergy_Loewe=-3.74, Synergy_HSA=-0.250. (6) Drug 1: CC1=C(N=C(N=C1N)C(CC(=O)N)NCC(C(=O)N)N)C(=O)NC(C(C2=CN=CN2)OC3C(C(C(C(O3)CO)O)O)OC4C(C(C(C(O4)CO)O)OC(=O)N)O)C(=O)NC(C)C(C(C)C(=O)NC(C(C)O)C(=O)NCCC5=NC(=CS5)C6=NC(=CS6)C(=O)NCCC[S+](C)C)O. Drug 2: COCCOC1=C(C=C2C(=C1)C(=NC=N2)NC3=CC=CC(=C3)C#C)OCCOC.Cl. Cell line: ACHN. Synergy scores: CSS=61.2, Synergy_ZIP=-6.24, Synergy_Bliss=-7.53, Synergy_Loewe=-12.2, Synergy_HSA=-2.03. (7) Drug 1: CC=C1C(=O)NC(C(=O)OC2CC(=O)NC(C(=O)NC(CSSCCC=C2)C(=O)N1)C(C)C)C(C)C. Drug 2: C1=CN(C=N1)CC(O)(P(=O)(O)O)P(=O)(O)O. Cell line: OVCAR-8. Synergy scores: CSS=18.9, Synergy_ZIP=1.66, Synergy_Bliss=-0.0590, Synergy_Loewe=-29.6, Synergy_HSA=0.733. (8) Drug 1: C1CC(=O)NC(=O)C1N2CC3=C(C2=O)C=CC=C3N. Drug 2: CC1=C(C(=O)C2=C(C1=O)N3CC4C(C3(C2COC(=O)N)OC)N4)N. Cell line: CAKI-1. Synergy scores: CSS=34.2, Synergy_ZIP=8.23, Synergy_Bliss=10.9, Synergy_Loewe=-1.86, Synergy_HSA=12.0.